Task: Predict the reaction yield, written as a fraction of the theoretical maximum amount of product (1.0 means a 100% yield; for example, 0.34 means a 34% yield).. Dataset: Reaction yield outcomes from USPTO patents with 853,638 reactions (1) The reactants are [C:1]([C:4]1[CH:9]=[CH:8][CH:7]=[C:6]([C:10](=O)[CH3:11])[N:5]=1)(=[O:3])[CH3:2].[CH3:13][C:14]1[CH:20]=[C:19]([CH3:21])[CH:18]=[C:17]([CH3:22])[C:15]=1[NH2:16]. The catalyst is C1(C)C=CC=CC=1.C1(C)C=CC(S(O)(=O)=O)=CC=1. The product is [CH3:13][C:14]1[CH:20]=[C:19]([CH3:21])[CH:18]=[C:17]([CH3:22])[C:15]=1[N:16]=[C:10]([C:6]1[CH:7]=[CH:8][CH:9]=[C:4]([C:1](=[O:3])[CH3:2])[N:5]=1)[CH3:11]. The yield is 0.287. (2) The reactants are [F:1][C:2]1[CH:7]=[C:6]([F:8])[CH:5]=[CH:4][C:3]=1[CH:9]1[CH2:13][CH2:12][CH2:11][C:10]1=[O:14].[C:15](Cl)([N:17]=[C:18]=[O:19])=[O:16].C1(C)C=CC=CC=1. The catalyst is C(OCC)(=O)C. The product is [F:1][C:2]1[CH:7]=[C:6]([F:8])[CH:5]=[CH:4][C:3]=1[CH:9]1[C:10]2[O:14][C:18](=[O:19])[NH:17][C:15](=[O:16])[C:11]=2[CH2:12][CH2:13]1. The yield is 0.364.